From a dataset of Catalyst prediction with 721,799 reactions and 888 catalyst types from USPTO. Predict which catalyst facilitates the given reaction. (1) Product: [CH:14]1([CH2:17][N:1]([CH2:26][CH:27]2[CH2:29][CH2:28]2)[C:2]2[CH:3]=[CH:4][C:5]([Cl:13])=[C:6]([CH:12]=2)[C:7]([O:9][CH2:10][CH3:11])=[O:8])[CH2:16][CH2:15]1. Reactant: [NH2:1][C:2]1[CH:3]=[CH:4][C:5]([Cl:13])=[C:6]([CH:12]=1)[C:7]([O:9][CH2:10][CH3:11])=[O:8].[CH:14]1([CH:17]=O)[CH2:16][CH2:15]1.C(O)(=O)C.B.N1[CH:29]=[CH:28][CH:27]=[CH:26]C=1C. The catalyst class is: 5. (2) Reactant: [Cl:1][C:2]1[C:3]([CH3:17])=[C:4]([C:13](OC)=[O:14])[C:5]2[O:9][C:8]([CH2:10][CH3:11])=[CH:7][C:6]=2[CH:12]=1.[H-].[H-].[H-].[H-].[Li+].[Al+3]. Product: [Cl:1][C:2]1[C:3]([CH3:17])=[C:4]([CH2:13][OH:14])[C:5]2[O:9][C:8]([CH2:10][CH3:11])=[CH:7][C:6]=2[CH:12]=1. The catalyst class is: 7.